This data is from Peptide-MHC class I binding affinity with 185,985 pairs from IEDB/IMGT. The task is: Regression. Given a peptide amino acid sequence and an MHC pseudo amino acid sequence, predict their binding affinity value. This is MHC class I binding data. The peptide sequence is TRKIRSEEL. The MHC is HLA-B18:01 with pseudo-sequence HLA-B18:01. The binding affinity (normalized) is 0.0847.